From a dataset of Catalyst prediction with 721,799 reactions and 888 catalyst types from USPTO. Predict which catalyst facilitates the given reaction. (1) Reactant: [F:1][C:2]([F:15])([F:14])[C:3]1[C:11]([C:12]#[N:13])=[CH:10][CH:9]=[C:8]2[C:4]=1[CH:5]=[CH:6][NH:7]2.C1C(=O)N([Cl:23])C(=O)C1. Product: [Cl:23][C:5]1[C:4]2[C:8](=[CH:9][CH:10]=[C:11]([C:12]#[N:13])[C:3]=2[C:2]([F:14])([F:1])[F:15])[NH:7][CH:6]=1. The catalyst class is: 3. (2) Reactant: [CH2:1]([OH:4])[C:2]#[CH:3].[Si:5](Cl)([C:18]([CH3:21])([CH3:20])[CH3:19])([C:12]1C=CC=CC=1)[C:6]1C=CC=CC=1.N1C=CN=C1. Product: [C:18]([Si:5]([CH3:12])([CH3:6])[O:4][CH2:1][C:2]#[CH:3])([CH3:21])([CH3:20])[CH3:19]. The catalyst class is: 2. (3) Reactant: Cl.[F:2][C:3]([F:8])([F:7])[CH2:4][CH2:5][NH2:6].[CH3:9][O:10][CH:11]([O:14][CH3:15])[CH:12]=O.C(=O)(O)[O-].[Na+]. Product: [CH3:9][O:10][CH:11]([O:14][CH3:15])[CH2:12][NH:6][CH2:5][CH2:4][C:3]([F:8])([F:7])[F:2]. The catalyst class is: 19. (4) Reactant: C[N:2]([C:11](=[O:33])[C:12]1[CH:17]=[CH:16][C:15]([C:18]#[C:19][C:20]2[CH:21]=[N:22][CH:23]=[CH:24][CH:25]=2)=[CH:14][C:13]=1[C:26]1[CH:31]=[CH:30][CH:29]=[CH:28][C:27]=1[CH3:32])[C@H:3]([C:8]([OH:10])=[O:9])[CH2:4][CH2:5][S:6][CH3:7].[Li+].[OH-]. Product: [N:22]1[CH:23]=[CH:24][CH:25]=[C:20]([C:19]#[C:18][C:15]2[CH:16]=[CH:17][C:12]([C:11]([NH:2][C@H:3]([C:8]([OH:10])=[O:9])[CH2:4][CH2:5][S:6][CH3:7])=[O:33])=[C:13]([C:26]3[CH:31]=[CH:30][CH:29]=[CH:28][C:27]=3[CH3:32])[CH:14]=2)[CH:21]=1. The catalyst class is: 5. (5) Reactant: [Br:1][C:2]1[CH:3]=[C:4]([NH2:9])[C:5]([Cl:8])=[N:6][CH:7]=1.[C:10]1([S:16](Cl)(=[O:18])=[O:17])[CH:15]=[CH:14][CH:13]=[CH:12][CH:11]=1.Cl. Product: [Br:1][C:2]1[CH:3]=[C:4]([N:9]([S:16]([C:10]2[CH:15]=[CH:14][CH:13]=[CH:12][CH:11]=2)(=[O:18])=[O:17])[S:16]([C:10]2[CH:15]=[CH:14][CH:13]=[CH:12][CH:11]=2)(=[O:18])=[O:17])[C:5]([Cl:8])=[N:6][CH:7]=1. The catalyst class is: 17.